Dataset: Forward reaction prediction with 1.9M reactions from USPTO patents (1976-2016). Task: Predict the product of the given reaction. (1) The product is: [Br:1][C:2]1[CH:3]=[CH:4][C:5]([C:8]2[O:12][N:11]=[C:10]([CH3:13])[C:9]=2[NH:14][CH:24]([CH3:25])[CH2:23][CH2:22][C:19]2[CH:18]=[CH:17][C:16]([Cl:15])=[CH:21][CH:20]=2)=[CH:6][CH:7]=1. Given the reactants [Br:1][C:2]1[CH:7]=[CH:6][C:5]([C:8]2[O:12][N:11]=[C:10]([CH3:13])[C:9]=2[NH2:14])=[CH:4][CH:3]=1.[Cl:15][C:16]1[CH:21]=[CH:20][C:19]([CH2:22][CH2:23][C:24](=O)[CH3:25])=[CH:18][CH:17]=1, predict the reaction product. (2) Given the reactants [Br:1][C:2]1[CH:3]=[CH:4][C:5]2[N:6]([C:8](I)=[CH:9][N:10]=2)[CH:7]=1.[F:12][C:13]([F:24])([F:23])[C:14]1[CH:19]=[CH:18][C:17](B(O)O)=[CH:16][CH:15]=1, predict the reaction product. The product is: [Br:1][C:2]1[CH:3]=[CH:4][C:5]2[N:6]([C:8]([C:17]3[CH:18]=[CH:19][C:14]([C:13]([F:24])([F:23])[F:12])=[CH:15][CH:16]=3)=[CH:9][N:10]=2)[CH:7]=1. (3) Given the reactants Cl[CH2:2][C:3]1[S:7][C:6]([C:8]2[CH:13]=[CH:12][C:11]([C:14]([F:17])([F:16])[F:15])=[CH:10][CH:9]=2)=[N:5][C:4]=1[CH2:18][O:19][CH:20]1[CH2:25][CH2:24][CH2:23][CH2:22][O:21]1.C(=O)([O-])[O-].[Cs+].[Cs+].[CH3:32][C:33]([O:40][C:41]1[CH:46]=[CH:45][C:44]([SH:47])=[CH:43][CH:42]=1)([CH3:39])[C:34]([O:36][CH2:37][CH3:38])=[O:35], predict the reaction product. The product is: [CH3:39][C:33]([O:40][C:41]1[CH:42]=[CH:43][C:44]([S:47][CH2:2][C:3]2[S:7][C:6]([C:8]3[CH:13]=[CH:12][C:11]([C:14]([F:17])([F:16])[F:15])=[CH:10][CH:9]=3)=[N:5][C:4]=2[CH2:18][O:19][CH:20]2[CH2:25][CH2:24][CH2:23][CH2:22][O:21]2)=[CH:45][CH:46]=1)([CH3:32])[C:34]([O:36][CH2:37][CH3:38])=[O:35]. (4) Given the reactants [Cl:1][C:2]1[CH:7]=[CH:6][C:5]([C:8]2[N:12]([CH2:13][CH3:14])[C:11]([C:15]([C:24]3[CH:29]=[CH:28][CH:27]=[C:26]([F:30])[CH:25]=3)([C:17]3[CH:22]=[CH:21][CH:20]=[C:19]([F:23])[CH:18]=3)O)=[N:10][C:9]=2[C:31]2[CH:36]=[CH:35][N:34]=[CH:33][CH:32]=2)=[CH:4][CH:3]=1.C([SiH](CC)CC)C, predict the reaction product. The product is: [F:23][C:19]1[CH:18]=[C:17]([CH:15]([C:24]2[CH:29]=[CH:28][CH:27]=[C:26]([F:30])[CH:25]=2)[C:11]2[N:12]([CH2:13][CH3:14])[C:8]([C:5]3[CH:6]=[CH:7][C:2]([Cl:1])=[CH:3][CH:4]=3)=[C:9]([C:31]3[CH:36]=[CH:35][N:34]=[CH:33][CH:32]=3)[N:10]=2)[CH:22]=[CH:21][CH:20]=1. (5) Given the reactants [CH2:1]1[C:10]2[C:5](=[CH:6][CH:7]=[CH:8][CH:9]=2)[CH2:4][CH2:3][NH:2]1.[F:11][C:12]1[CH:17]=[CH:16][C:15]([CH:18]([C:23]2[CH:28]=[CH:27][C:26]([F:29])=[CH:25][CH:24]=2)[CH2:19][C:20](Cl)=[O:21])=[CH:14][CH:13]=1, predict the reaction product. The product is: [CH2:1]1[C:10]2[C:5](=[CH:6][CH:7]=[CH:8][CH:9]=2)[CH2:4][CH2:3][N:2]1[C:20](=[O:21])[CH2:19][CH:18]([C:23]1[CH:28]=[CH:27][C:26]([F:29])=[CH:25][CH:24]=1)[C:15]1[CH:14]=[CH:13][C:12]([F:11])=[CH:17][CH:16]=1. (6) Given the reactants [C:1](Cl)(Cl)=[S:2].Cl.[NH2:6][C:7]1[CH:12]=[CH:11][C:10]([NH:13][C:14]([NH:16][O:17][CH3:18])=[O:15])=[CH:9][CH:8]=1.C(N(CC)CC)C.O, predict the reaction product. The product is: [N:6]([C:7]1[CH:12]=[CH:11][C:10]([NH:13][C:14]([NH:16][O:17][CH3:18])=[O:15])=[CH:9][CH:8]=1)=[C:1]=[S:2]. (7) The product is: [F:9][C:3]1[CH:4]=[C:5]([CH3:8])[CH:6]=[CH:7][C:2]=1[C:10]#[N:11]. Given the reactants Br[C:2]1[CH:7]=[CH:6][C:5]([CH3:8])=[CH:4][C:3]=1[F:9].[CH3:10][N:11](C=O)C, predict the reaction product. (8) Given the reactants Cl[C:2]1[N:7]=[C:6]([C:8]2[S:12][C:11]([C:13]([CH3:16])([CH3:15])[CH3:14])=[N:10][C:9]=2[C:17]2[C:18]([F:35])=[C:19]([NH:23][S:24]([C:27]3[CH:32]=[C:31]([F:33])[CH:30]=[CH:29][C:28]=3[F:34])(=[O:26])=[O:25])[CH:20]=[CH:21][CH:22]=2)[CH:5]=[CH:4][N:3]=1.[CH3:36][Zn]C.C1(C)C=CC=CC=1.CO, predict the reaction product. The product is: [CH3:14][C:13]([C:11]1[S:12][C:8]([C:6]2[CH:5]=[CH:4][N:3]=[C:2]([CH3:36])[N:7]=2)=[C:9]([C:17]2[C:18]([F:35])=[C:19]([NH:23][S:24]([C:27]3[CH:32]=[C:31]([F:33])[CH:30]=[CH:29][C:28]=3[F:34])(=[O:26])=[O:25])[CH:20]=[CH:21][CH:22]=2)[N:10]=1)([CH3:16])[CH3:15].